From a dataset of Catalyst prediction with 721,799 reactions and 888 catalyst types from USPTO. Predict which catalyst facilitates the given reaction. (1) Reactant: [NH2:1][CH:2]1[CH2:7][CH2:6][N:5]([CH2:8][CH2:9][N:10]2[C:19]3[C:14](=[CH:15][CH:16]=[C:17]([F:20])[CH:18]=3)[N:13]=[CH:12][C:11]2=[O:21])[CH2:4][CH2:3]1.[O:22]1[C:31]2[CH:30]=[C:29]([CH:32]=O)[N:28]=[CH:27][C:26]=2[O:25][CH2:24][CH2:23]1.C(O[BH-](OC(=O)C)OC(=O)C)(=O)C.[Na+].C(=O)([O-])O.[Na+]. Product: [O:22]1[C:31]2[CH:30]=[C:29]([CH2:32][NH:1][CH:2]3[CH2:3][CH2:4][N:5]([CH2:8][CH2:9][N:10]4[C:19]5[C:14](=[CH:15][CH:16]=[C:17]([F:20])[CH:18]=5)[N:13]=[CH:12][C:11]4=[O:21])[CH2:6][CH2:7]3)[N:28]=[CH:27][C:26]=2[O:25][CH2:24][CH2:23]1. The catalyst class is: 671. (2) Reactant: [C:1]([C:5]1[CH:10]=[CH:9][C:8]([S:11]([N:14]2[C:20]3[CH:21]=[C:22]([C:25]4[O:29][C:28](=[O:30])[NH:27][N:26]=4)[CH:23]=[CH:24][C:19]=3[NH:18][C:17]3[N:31]=[C:32]([C:35]([F:38])([F:37])[F:36])[CH:33]=[CH:34][C:16]=3[CH2:15]2)(=[O:13])=[O:12])=[CH:7][CH:6]=1)([CH3:4])([CH3:3])[CH3:2].[C:39](=O)([O-])[O-].[Cs+].[Cs+].IC. The catalyst class is: 3. Product: [C:1]([C:5]1[CH:10]=[CH:9][C:8]([S:11]([N:14]2[C:20]3[CH:21]=[C:22]([C:25]4[O:29][C:28](=[O:30])[N:27]([CH3:39])[N:26]=4)[CH:23]=[CH:24][C:19]=3[NH:18][C:17]3[N:31]=[C:32]([C:35]([F:37])([F:36])[F:38])[CH:33]=[CH:34][C:16]=3[CH2:15]2)(=[O:12])=[O:13])=[CH:7][CH:6]=1)([CH3:4])([CH3:2])[CH3:3]. (3) Reactant: CC1(C)C2CCC1(CS(O)(=O)=O)C(=O)C2.C(O[C:19]([C@H:21]1[C@@H:26]([NH2:27])[C@@H:25]2[CH2:28][C@H:22]1[CH2:23][CH2:24]2)=[O:20])C.[F:29][C:30]([F:47])([F:46])[C:31]1([CH2:34]OS(C2C=CC(C)=CC=2)(=O)=O)[CH2:33][CH2:32]1.C(N(CC)CC)C.[I-].[K+].[CH3:57][S:58]([NH:61][CH2:62][C:63]1[C:71]2[S:70](=[O:73])(=[O:72])[N:69]=[C:68]([CH2:74][C:75](O)=[O:76])[NH:67][C:66]=2[S:65][CH:64]=1)(=[O:60])=[O:59].Cl.CN(C)CCCN=C=NCC. Product: [OH:20][C:19]1[C@H:21]2[C@H:26]([C@H:25]3[CH2:28][C@@H:22]2[CH2:23][CH2:24]3)[N:27]([CH2:34][C:31]2([C:30]([F:29])([F:46])[F:47])[CH2:32][CH2:33]2)[C:75](=[O:76])[C:74]=1[C:68]1[NH:67][C:66]2[S:65][CH:64]=[C:63]([CH2:62][NH:61][S:58]([CH3:57])(=[O:59])=[O:60])[C:71]=2[S:70](=[O:73])(=[O:72])[N:69]=1. The catalyst class is: 9. (4) Reactant: I[C:2]1[C:7](C)=[CH:6][C:5]([C:9]2[CH:14]=[C:13](C)[C:12](I)=[CH:11][C:10]=2C)=[C:4](C)[CH:3]=1.O.[F-].[Cs+].O1[CH2:27][CH2:26]OCC1. Product: [C:9]1([C:5]2[C:6]([C:27]3[CH:26]=[CH:4][CH:3]=[CH:2][CH:7]=3)=[CH:7][CH:2]=[CH:3][CH:4]=2)[CH:10]=[CH:11][CH:12]=[CH:13][CH:14]=1. The catalyst class is: 140. (5) Reactant: [Cl:1][CH2:2][C:3]1[CH:10]=[CH:9][C:6]([CH:7]=O)=[CH:5][CH:4]=1.Cl.[NH2:12][OH:13]. Product: [Cl:1][CH2:2][C:3]1[CH:10]=[CH:9][C:6]([CH:7]=[N:12][OH:13])=[CH:5][CH:4]=1. The catalyst class is: 8. (6) Reactant: [CH3:1][C:2]1[CH:3]=[CH:4][C:5]([NH:21][C:22]([C:24]2[CH:25]=[CH:26][C:27]([CH2:30][N:31]3[CH2:36][CH2:35][N:34]([CH3:37])[CH2:33][CH2:32]3)=[CH:28][CH:29]=2)=[O:23])=[CH:6][C:7]=1[NH:8][C:9]1[N:10]=[CH:11][CH:12]=[C:13]([C:15]2[CH:16]=[CH:17][CH:18]=[N:19][CH:20]=2)[N:14]=1.[C:38]([O:44][CH2:45][I:46])(=[O:43])[C:39]([CH3:42])([CH3:41])[CH3:40]. Product: [I-:46].[I-:46].[CH3:37][N+:34]1([CH2:45][O:44][C:38](=[O:43])[C:39]([CH3:42])([CH3:41])[CH3:40])[CH2:33][CH2:32][N:31]([CH2:30][C:27]2[CH:28]=[CH:29][C:24]([C:22](=[O:23])[NH:21][C:5]3[CH:4]=[CH:3][C:2]([CH3:1])=[C:7]([NH:8][C:9]4[N:14]=[C:13]([C:15]5[CH:20]=[N+:19]([CH2:45][O:44][C:38](=[O:43])[C:39]([CH3:42])([CH3:41])[CH3:40])[CH:18]=[CH:17][CH:16]=5)[CH:12]=[CH:11][N:10]=4)[CH:6]=3)=[CH:25][CH:26]=2)[CH2:36][CH2:35]1. The catalyst class is: 2.